Dataset: Catalyst prediction with 721,799 reactions and 888 catalyst types from USPTO. Task: Predict which catalyst facilitates the given reaction. (1) Reactant: [OH-].[Na+].[N+:3]([C:6]1[CH:7]=[C:8]([OH:13])[C:9]([OH:12])=[CH:10][CH:11]=1)([O-:5])=[O:4].I[CH:15]([CH3:17])[CH3:16]. Product: [CH:15]([O:12][C:9]1[CH:10]=[CH:11][C:6]([N+:3]([O-:5])=[O:4])=[CH:7][C:8]=1[OH:13])([CH3:17])[CH3:16]. The catalyst class is: 16. (2) Reactant: Cl[C:2]1[N:10]=[C:9]2[C:5]([N:6]=[CH:7][N:8]2[C@@H:11]2[CH2:15][C@H:14]([NH:16][C:17](=[O:20])[CH2:18][CH3:19])[C@@H:13]([OH:21])[C@H:12]2[OH:22])=[C:4]([NH:23][C@@H:24]2[CH2:28][CH2:27][N:26]([C:29]3[N:37]=[C:36]4[C:32]([N:33]=[CH:34][N:35]4[C@@H:38]4[CH2:42][C@H:41]([NH:43][C:44](=[O:47])[CH2:45][CH3:46])[C@@H:40]([OH:48])[C@H:39]4[OH:49])=[C:31]([NH:50][CH2:51][CH:52]([C:59]4[CH:64]=[CH:63][CH:62]=[CH:61][CH:60]=4)[C:53]4[CH:58]=[CH:57][CH:56]=[CH:55][CH:54]=4)[N:30]=3)[CH2:25]2)[N:3]=1.[N:65]1[CH:70]=[CH:69][CH:68]=[C:67]([NH:71][C:72]([NH:74][C@@H:75]2[CH2:79][CH2:78][NH:77][CH2:76]2)=[O:73])[CH:66]=1. Product: [N:65]1[CH:70]=[CH:69][CH:68]=[C:67]([NH:71][C:72](=[O:73])[NH:74][C@@H:75]2[CH2:79][CH2:78][N:77]([C:2]3[N:10]=[C:9]4[C:5]([N:6]=[CH:7][N:8]4[C@@H:11]4[CH2:15][C@H:14]([NH:16][C:17](=[O:20])[CH2:18][CH3:19])[C@@H:13]([OH:21])[C@H:12]4[OH:22])=[C:4]([NH:23][C@@H:24]4[CH2:28][CH2:27][N:26]([C:29]5[N:37]=[C:36]6[C:32]([N:33]=[CH:34][N:35]6[C@@H:38]6[CH2:42][C@H:41]([NH:43][C:44](=[O:47])[CH2:45][CH3:46])[C@@H:40]([OH:48])[C@H:39]6[OH:49])=[C:31]([NH:50][CH2:51][CH:52]([C:53]6[CH:54]=[CH:55][CH:56]=[CH:57][CH:58]=6)[C:59]6[CH:64]=[CH:63][CH:62]=[CH:61][CH:60]=6)[N:30]=5)[CH2:25]4)[N:3]=3)[CH2:76]2)[CH:66]=1. The catalyst class is: 14. (3) Reactant: [NH:1]1[CH:5]=[C:4]([C:6]([O:8][CH2:9][CH3:10])=[O:7])[CH:3]=[N:2]1.[H-].[Na+].[CH2:13](Br)[C:14]1[CH:19]=[CH:18][CH:17]=[CH:16][CH:15]=1. Product: [CH2:9]([O:8][C:6]([C:4]1[CH:5]=[N:1][N:2]([CH2:13][C:14]2[CH:19]=[CH:18][CH:17]=[CH:16][CH:15]=2)[CH:3]=1)=[O:7])[CH3:10]. The catalyst class is: 3. (4) Reactant: [CH3:1][N:2]1[CH:6]=[CH:5][C:4]([NH2:7])=[N:3]1.[CH3:8][C:9]1([CH3:17])[O:14][C:13](=[O:15])[CH2:12][C:11](=[O:16])[O:10]1.[CH2:18](OC(OCC)OCC)C. Product: [CH3:8][C:9]1([CH3:17])[O:14][C:13](=[O:15])[C:12](=[CH:18][NH:7][C:4]2[CH:5]=[CH:6][N:2]([CH3:1])[N:3]=2)[C:11](=[O:16])[O:10]1. The catalyst class is: 14.